From a dataset of Reaction yield outcomes from USPTO patents with 853,638 reactions. Predict the reaction yield, written as a fraction of the theoretical maximum amount of product (1.0 means a 100% yield; for example, 0.34 means a 34% yield). (1) The reactants are [CH3:1][O:2][C:3]1[CH:31]=[C:30]([O:32][CH3:33])[CH:29]=[CH:28][C:4]=1[CH2:5][NH:6][C:7]1[CH:14]=[CH:13][C:10]([C:11]#[N:12])=[CH:9][C:8]=1[NH:15][C:16]1[N:21]=[C:20](SC#N)[C:19]([N+:25]([O-:27])=[O:26])=[CH:18][N:17]=1.Cl.[F:35][C:36]1[CH:37]=[C:38]2[C:43](=[C:44]([F:46])[CH:45]=1)[O:42][CH2:41][CH2:40][C@H:39]2[NH2:47].C(=O)([O-])[O-].[K+].[K+]. The catalyst is C(#N)C.CS(C)=O.CCOC(C)=O. The product is [CH3:1][O:2][C:3]1[CH:31]=[C:30]([O:32][CH3:33])[CH:29]=[CH:28][C:4]=1[CH2:5][NH:6][C:7]1[CH:14]=[CH:13][C:10]([C:11]#[N:12])=[CH:9][C:8]=1[NH:15][C:16]1[N:21]=[C:20]([NH:47][C@H:39]2[C:38]3[C:43](=[C:44]([F:46])[CH:45]=[C:36]([F:35])[CH:37]=3)[O:42][CH2:41][CH2:40]2)[C:19]([N+:25]([O-:27])=[O:26])=[CH:18][N:17]=1. The yield is 0.400. (2) The reactants are [F:1][CH2:2][C:3]([C:7]1[CH:11]=[C:10]([NH2:12])[N:9]([C:13]2[CH:18]=[CH:17][CH:16]=[CH:15][CH:14]=2)[N:8]=1)([CH3:6])[CH2:4][F:5].C([O-])([O-])=O.[K+].[K+].Cl[C:26]([O:28][C:29]1[CH:34]=[CH:33][CH:32]=[CH:31][CH:30]=1)=[O:27]. The catalyst is C1COCC1. The product is [F:5][CH2:4][C:3]([C:7]1[CH:11]=[C:10]([NH:12][C:26](=[O:27])[O:28][C:29]2[CH:34]=[CH:33][CH:32]=[CH:31][CH:30]=2)[N:9]([C:13]2[CH:18]=[CH:17][CH:16]=[CH:15][CH:14]=2)[N:8]=1)([CH3:6])[CH2:2][F:1]. The yield is 1.00. (3) The reactants are Cl[C:2]1[N:7]=[C:6]([CH3:8])[N:5]=[C:4]([N:9]([CH2:19][C:20]2[CH:25]=[CH:24][C:23]([O:26][CH3:27])=[CH:22][CH:21]=2)[CH2:10][C:11]2[CH:16]=[CH:15][C:14]([O:17][CH3:18])=[CH:13][CH:12]=2)[N:3]=1.[IH:28]. The catalyst is C(Cl)Cl.C([O-])(O)=O.[Na+]. The product is [I:28][C:2]1[N:7]=[C:6]([CH3:8])[N:5]=[C:4]([N:9]([CH2:19][C:20]2[CH:25]=[CH:24][C:23]([O:26][CH3:27])=[CH:22][CH:21]=2)[CH2:10][C:11]2[CH:16]=[CH:15][C:14]([O:17][CH3:18])=[CH:13][CH:12]=2)[N:3]=1. The yield is 0.654. (4) The reactants are [Cl:1][C:2]1[CH:3]=[C:4]([CH2:9][CH2:10][CH:11]([NH2:13])[CH3:12])[CH:5]=[CH:6][C:7]=1[Cl:8].[CH2:14]([N:16]1[C:20](=[O:21])[C:19]([O:22]C)=[C:18]([C:24](O)=[O:25])[CH2:17]1)[CH3:15]. No catalyst specified. The product is [Cl:1][C:2]1[CH:3]=[C:4]([CH2:9][CH2:10][CH:11]([NH:13][C:24]([C:18]2[CH2:17][N:16]([CH2:14][CH3:15])[C:20](=[O:21])[C:19]=2[OH:22])=[O:25])[CH3:12])[CH:5]=[CH:6][C:7]=1[Cl:8]. The yield is 0.150. (5) The reactants are [N+:1]([C:4]1[CH:9]=[CH:8][C:7]([S:10]([NH:13][C:14]2[CH:19]=[CH:18][CH:17]=[CH:16][C:15]=2[CH3:20])(=[O:12])=[O:11])=[CH:6][CH:5]=1)([O-:3])=[O:2].NC1C=CC(C)=CC=1. No catalyst specified. The product is [N+:1]([C:4]1[CH:5]=[CH:6][C:7]([S:10]([NH:13][C:14]2[CH:15]=[CH:20][C:17]([CH3:16])=[CH:18][CH:19]=2)(=[O:11])=[O:12])=[CH:8][CH:9]=1)([O-:3])=[O:2]. The yield is 0.970. (6) The reactants are [O:1]([C:8]1[CH:13]=[CH:12][C:11]([NH:14][C:15]2[N:20]=[CH:19][N:18]=[C:17]([NH:21][C:22]3[CH:23]=[C:24]([CH:29]=[CH:30][CH:31]=3)[C:25]([O:27]C)=[O:26])[CH:16]=2)=[CH:10][CH:9]=1)[C:2]1[CH:7]=[CH:6][CH:5]=[CH:4][CH:3]=1.[Li+].[OH-]. The catalyst is CO.C1COCC1.O. The product is [O:1]([C:8]1[CH:9]=[CH:10][C:11]([NH:14][C:15]2[N:20]=[CH:19][N:18]=[C:17]([NH:21][C:22]3[CH:23]=[C:24]([CH:29]=[CH:30][CH:31]=3)[C:25]([OH:27])=[O:26])[CH:16]=2)=[CH:12][CH:13]=1)[C:2]1[CH:3]=[CH:4][CH:5]=[CH:6][CH:7]=1. The yield is 0.690. (7) The product is [CH:45]([OH:46])=[O:66].[C:1]([C:5]1[CH:9]=[C:8]([NH:10][C:11]([NH:13][C@@H:14]2[C:23]3[C:18](=[CH:19][CH:20]=[CH:21][CH:22]=3)[C@H:17]([O:24][C:25]3[CH:26]=[CH:27][C:28]4[N:29]([C:31]([N:34]5[C@H:35]([CH3:41])[CH2:36][CH2:37][CH2:38][C@@H:39]5[CH3:40])=[N:32][N:33]=4)[CH:30]=3)[CH2:16][CH2:15]2)=[O:12])[N:7]([C:42]2[CH:53]=[CH:52][CH:51]=[C:44]([CH2:45][N:63]3[CH2:68][CH2:67][O:66][CH2:65][CH2:64]3)[CH:43]=2)[N:6]=1)([CH3:4])([CH3:2])[CH3:3]. The catalyst is C1COCC1. The reactants are [C:1]([C:5]1[CH:9]=[C:8]([NH:10][C:11]([NH:13][C@@H:14]2[C:23]3[C:18](=[CH:19][CH:20]=[CH:21][CH:22]=3)[C@H:17]([O:24][C:25]3[CH:26]=[CH:27][C:28]4[N:29]([C:31]([N:34]5[C@H:39]([CH3:40])[CH2:38][CH2:37][CH2:36][C@@H:35]5[CH3:41])=[N:32][N:33]=4)[CH:30]=3)[CH2:16][CH2:15]2)=[O:12])[N:7]([C:42]2[CH:43]=[C:44]([CH:51]=[CH:52][CH:53]=2)[CH2:45][O:46]S(C)(=O)=O)[N:6]=1)([CH3:4])([CH3:3])[CH3:2].CCN(C(C)C)C(C)C.[NH:63]1[CH2:68][CH2:67][O:66][CH2:65][CH2:64]1. The yield is 0.190. (8) The reactants are CC(C)([O-])C.[Na+].CC1(C)P([C:24]2[CH:29]=[CH:28][CH:27]=[CH:26][C:25]=2[C:24]2[C:29](C(C)C)=[CH:28][C:27](C(C)C)=[CH:26][C:25]=2C(C)C)C(C)(C)CC2(OCCO2)C1.BrC1C=CC=CC=1.[C:49]1([SH:55])[CH:54]=[CH:53][CH:52]=[CH:51][CH:50]=1. The catalyst is C1C=CC(/C=C/C(/C=C/C2C=CC=CC=2)=O)=CC=1.C1C=CC(/C=C/C(/C=C/C2C=CC=CC=2)=O)=CC=1.C1C=CC(/C=C/C(/C=C/C2C=CC=CC=2)=O)=CC=1.[Pd].[Pd].O1CCOCC1. The product is [C:49]1([S:55][C:24]2[CH:25]=[CH:26][CH:27]=[CH:28][CH:29]=2)[CH:54]=[CH:53][CH:52]=[CH:51][CH:50]=1. The yield is 0.880. (9) The reactants are [CH2:1]([O:7][C:8]1[CH:13]=[CH:12][C:11]([C:14]2[CH:19]=[CH:18][CH:17]=[CH:16][CH:15]=2)=[CH:10][CH:9]=1)[CH2:2][CH2:3][CH2:4][C:5]#[CH:6].C([Li])CCC.[F:25][C:26]([F:33])([F:32])[C:27](OCC)=[O:28].B(F)(F)F.CCOCC. The product is [C:11]1([C:14]2[CH:19]=[CH:18][CH:17]=[CH:16][CH:15]=2)[CH:10]=[CH:9][C:8]([O:7][CH2:1][CH2:2][CH2:3][CH2:4][C:5]#[C:6][C:27](=[O:28])[C:26]([F:33])([F:32])[F:25])=[CH:13][CH:12]=1. The catalyst is C1COCC1. The yield is 0.460. (10) The reactants are [NH2:1][C:2]1[C:3]([Cl:9])=[N:4][CH:5]=[N:6][C:7]=1[NH2:8].[O:10]1CCOC[CH2:11]1. No catalyst specified. The product is [Cl:9][C:3]1[N:4]=[CH:5][N:6]=[C:7]2[C:2]=1[NH:1][C:11](=[O:10])[NH:8]2. The yield is 0.860.